From a dataset of Catalyst prediction with 721,799 reactions and 888 catalyst types from USPTO. Predict which catalyst facilitates the given reaction. (1) Reactant: [F:1][C:2]1[CH:3]=[C:4]([CH:7]=[C:8]([F:12])[C:9]=1[CH:10]=O)[C:5]#[N:6].Cl.[NH2:14][OH:15].C([O-])(=O)C.[K+]. Product: [F:1][C:2]1[CH:3]=[C:4]([CH:7]=[C:8]([F:12])[C:9]=1[CH:10]=[N:14][OH:15])[C:5]#[N:6]. The catalyst class is: 5. (2) Reactant: [C:1]([C:3]1[CH:4]=[C:5]([CH:10]=[C:11]([CH2:13][CH3:14])[N:12]=1)[C:6]([O:8]C)=[O:7])#[N:2].[Li+].[OH-].Cl. Product: [CH2:13]([C:11]1[CH:10]=[C:5]([C:6]([OH:8])=[O:7])[CH:4]=[C:3]([C:1]#[N:2])[N:12]=1)[CH3:14]. The catalyst class is: 87.